Predict the reactants needed to synthesize the given product. From a dataset of Retrosynthesis with 50K atom-mapped reactions and 10 reaction types from USPTO. (1) Given the product CCC(=O)c1c(-c2ccccc2)c2cc(Br)ccc2c(=O)n1Cc1ccc(S(=O)(=O)CCCO)cc1, predict the reactants needed to synthesize it. The reactants are: CCC(=O)c1c(-c2ccccc2)c2cc(Br)ccc2c(=O)n1Cc1ccc(S(=O)(=O)CCCOC2CCCCO2)cc1. (2) The reactants are: Cc1nn(C)c(-n2ccc3cc(Cl)ccc32)c1/C=C/C(=O)NS(=O)(=O)N1CCC2(CC1)OCCO2. Given the product Cc1nn(C)c(-n2ccc3cc(Cl)ccc32)c1/C=C/C(=O)NS(=O)(=O)N1CCC(=O)CC1, predict the reactants needed to synthesize it.